From a dataset of Catalyst prediction with 721,799 reactions and 888 catalyst types from USPTO. Predict which catalyst facilitates the given reaction. (1) Reactant: [Cl:1][C:2]1[CH:23]=[CH:22][CH:21]=[CH:20][C:3]=1[O:4][CH2:5][C:6]1[CH:11]=[CH:10][N:9]=[C:8]([C:12]([NH:14][C:15]2[CH:16]=[N:17][NH:18][CH:19]=2)=[O:13])[CH:7]=1.[H-].[Na+].Br[CH2:27][CH2:28][CH2:29][CH2:30][F:31].C(OCC)(=O)C. Product: [Cl:1][C:2]1[CH:23]=[CH:22][CH:21]=[CH:20][C:3]=1[O:4][CH2:5][C:6]1[CH:11]=[CH:10][N:9]=[C:8]([C:12]([NH:14][C:15]2[CH:19]=[N:18][N:17]([CH2:27][CH2:28][CH2:29][CH2:30][F:31])[CH:16]=2)=[O:13])[CH:7]=1. The catalyst class is: 9. (2) Reactant: C([O:3][C:4](=O)[CH2:5][CH2:6][CH:7]1[NH:16][CH2:15][CH2:14][C:9]2([O:13][CH2:12][CH2:11][O:10]2)[CH2:8]1)C. Product: [CH2:6]1[CH:7]2[N:16]([CH2:15][CH2:14][C:9]3([O:13][CH2:12][CH2:11][O:10]3)[CH2:8]2)[C:4](=[O:3])[CH2:5]1. The catalyst class is: 5. (3) Reactant: C12(CS(O)(=O)=O)C(C)(C)C(CC1)CC2=O.[CH3:16][O:17][CH2:18][CH2:19][N:20]1[CH2:26][CH2:25][C:24]2[CH:27]=[C:28]([NH2:31])[CH:29]=[CH:30][C:23]=2[CH2:22][CH2:21]1.Cl[C:33]1[N:38]=[C:37]([NH:39][C:40]2[CH:45]=[CH:44][CH:43]=[CH:42][C:41]=2[S:46]([N:49]([CH3:51])[CH3:50])(=[O:48])=[O:47])[C:36]([Cl:52])=[CH:35][N:34]=1.C(=O)([O-])[O-]. Product: [Cl:52][C:36]1[C:37]([NH:39][C:40]2[CH:45]=[CH:44][CH:43]=[CH:42][C:41]=2[S:46]([N:49]([CH3:51])[CH3:50])(=[O:48])=[O:47])=[N:38][C:33]([NH:31][C:28]2[CH:29]=[CH:30][C:23]3[CH2:22][CH2:21][N:20]([CH2:19][CH2:18][O:17][CH3:16])[CH2:26][CH2:25][C:24]=3[CH:27]=2)=[N:34][CH:35]=1. The catalyst class is: 32. (4) Reactant: [CH3:1][O:2][C:3]1[CH:8]=[CH:7][CH:6]=[C:5]([O:9][CH3:10])[C:4]=1[CH:11]([NH:14][CH2:15][C:16]1[CH:21]=[CH:20][C:19]([O:22][C:23]([F:26])([F:25])[F:24])=[CH:18][CH:17]=1)[CH2:12][OH:13].[OH-].[Na+].[Cl:29][CH2:30][C:31](Cl)=[O:32]. Product: [Cl:29][CH2:30][C:31]([N:14]([CH:11]([C:4]1[C:3]([O:2][CH3:1])=[CH:8][CH:7]=[CH:6][C:5]=1[O:9][CH3:10])[CH2:12][OH:13])[CH2:15][C:16]1[CH:21]=[CH:20][C:19]([O:22][C:23]([F:25])([F:24])[F:26])=[CH:18][CH:17]=1)=[O:32]. The catalyst class is: 34.